From a dataset of Peptide-MHC class II binding affinity with 134,281 pairs from IEDB. Regression. Given a peptide amino acid sequence and an MHC pseudo amino acid sequence, predict their binding affinity value. This is MHC class II binding data. (1) The peptide sequence is PIVNRNGEVIGLYGN. The MHC is DRB1_0701 with pseudo-sequence DRB1_0701. The binding affinity (normalized) is 0.414. (2) The peptide sequence is VIPAGELQVIEKVDAAFKVA. The MHC is DRB1_0405 with pseudo-sequence DRB1_0405. The binding affinity (normalized) is 0.325. (3) The peptide sequence is SALVLLILMTARTVY. The binding affinity (normalized) is 0.810. The MHC is DRB1_0101 with pseudo-sequence DRB1_0101.